This data is from Forward reaction prediction with 1.9M reactions from USPTO patents (1976-2016). The task is: Predict the product of the given reaction. (1) Given the reactants [CH:1](=[O:6])[CH2:2][CH2:3][CH2:4][CH3:5].[OH-].[K+].[C:9]1(=[O:14])[CH2:13][CH2:12][CH2:11][CH2:10]1.[OH-].[Na+].P(=O)(O)(O)O, predict the reaction product. The product is: [OH:6][CH:1]([CH:10]1[CH2:11][CH2:12][CH2:13][C:9]1=[O:14])[CH2:2][CH2:3][CH2:4][CH3:5]. (2) The product is: [CH3:27][O:28][C:29]1[CH:30]=[C:31]([NH:32][CH:33]([C:34]2[CH:42]=[C:37]3[CH:38]=[CH:39][CH:40]=[CH:41][N:36]3[N:35]=2)[C:8]([C:10]2[C:18]3[C:13](=[C:14]([CH3:19])[CH:15]=[CH:16][CH:17]=3)[NH:12][CH:11]=2)=[O:9])[CH:43]=[CH:44][CH:45]=1. Given the reactants C(N(CC)CC)C.[CH:8]([C:10]1[C:18]2[C:13](=[C:14]([CH3:19])[CH:15]=[CH:16][CH:17]=2)[N:12](C(OC(C)(C)C)=O)[CH:11]=1)=[O:9].[CH3:27][O:28][C:29]1[CH:30]=[C:31]([CH:43]=[CH:44][CH:45]=1)[N:32]=[CH:33][C:34]1[CH:42]=[C:37]2[CH:38]=[CH:39][CH:40]=[CH:41][N:36]2[N:35]=1, predict the reaction product. (3) Given the reactants [Cl:1][C:2]1[CH:7]=[C:6]2[NH:8][C:9](=[O:33])[C:10]3([CH:15]([C:16]4[CH:21]=[CH:20][CH:19]=[C:18]([Cl:22])[CH:17]=4)[CH2:14][C:13](=O)[NH:12][CH:11]3[C:24]3[C:29]([CH3:30])=[CH:28][CH:27]=[C:26]([F:31])[C:25]=3[F:32])[C:5]2=[CH:4][CH:3]=1.[BH4-].[Na+], predict the reaction product. The product is: [Cl:1][C:2]1[CH:7]=[C:6]2[NH:8][C:9](=[O:33])[C:10]3([CH:15]([C:16]4[CH:21]=[CH:20][CH:19]=[C:18]([Cl:22])[CH:17]=4)[CH2:14][CH2:13][NH:12][CH:11]3[C:24]3[C:29]([CH3:30])=[CH:28][CH:27]=[C:26]([F:31])[C:25]=3[F:32])[C:5]2=[CH:4][CH:3]=1. (4) Given the reactants [CH3:1][C:2]1[CH:7]=[CH:6][CH:5]=[C:4]([CH3:8])[C:3]=1[SH:9].[H-].[Na+].[Cl:12][C:13]1[CH:18]=[C:17]([N+]([O-])=O)[CH:16]=[CH:15][N:14]=1, predict the reaction product. The product is: [Cl:12][C:13]1[CH:18]=[C:17]([S:9][C:3]2[C:4]([CH3:8])=[CH:5][CH:6]=[CH:7][C:2]=2[CH3:1])[CH:16]=[CH:15][N:14]=1. (5) Given the reactants [C:1]([O:5][C:6]([NH:8][C:9]1(/[CH:17]=[CH:18]/[C:19]2[CH:24]=[CH:23][C:22](Br)=[CH:21][CH:20]=2)[CH2:14][O:13][C:12]([CH3:16])([CH3:15])[O:11][CH2:10]1)=[O:7])([CH3:4])([CH3:3])[CH3:2].[CH2:26]([O:33][CH2:34][CH2:35][CH2:36][C:37]#[CH:38])[C:27]1[CH:32]=[CH:31][CH:30]=[CH:29][CH:28]=1.C(N(CC)C(C)C)(C)C, predict the reaction product. The product is: [C:1]([O:5][C:6]([NH:8][C:9]1(/[CH:17]=[CH:18]/[C:19]2[CH:24]=[CH:23][C:22]([C:38]#[C:37][CH2:36][CH2:35][CH2:34][O:33][CH2:26][C:27]3[CH:32]=[CH:31][CH:30]=[CH:29][CH:28]=3)=[CH:21][CH:20]=2)[CH2:14][O:13][C:12]([CH3:16])([CH3:15])[O:11][CH2:10]1)=[O:7])([CH3:4])([CH3:3])[CH3:2].